Dataset: Reaction yield outcomes from USPTO patents with 853,638 reactions. Task: Predict the reaction yield, written as a fraction of the theoretical maximum amount of product (1.0 means a 100% yield; for example, 0.34 means a 34% yield). (1) The reactants are [CH3:1][C:2]1[O:3][C:4]2[CH:10]=[C:9]([CH:11]=[C:12]3[S:16][C:15](=[S:17])[NH:14][C:13]3=[O:18])[CH:8]=[CH:7][C:5]=2[N:6]=1.[CH:19](N(C(C)C)CC)(C)C.IC. The catalyst is C(O)C. The product is [CH3:1][C:2]1[O:3][C:4]2[CH:10]=[C:9]([CH:11]=[C:12]3[S:16][C:15]([S:17][CH3:19])=[N:14][C:13]3=[O:18])[CH:8]=[CH:7][C:5]=2[N:6]=1. The yield is 0.920. (2) The reactants are [F:1][C:2]1[CH:50]=[N:49][C:5]2[N:6]([C:30]3[CH:31]=[C:32]([CH:46]=[CH:47][CH:48]=3)[C:33]([NH:35][CH2:36][CH2:37][NH:38]C(=O)OC(C)(C)C)=[O:34])[C:7](=[O:29])[N:8]([C@H:11]3[CH2:16][CH2:15][C@@H:14]([NH:17][C:18]([C:20]4[N:21]=[C:22]5[CH:27]=[CH:26][CH:25]=[CH:24][N:23]5[CH:28]=4)=[O:19])[CH2:13][CH2:12]3)[C:9](=[O:10])[C:4]=2[CH:3]=1.Cl. The catalyst is O1CCOCC1. The product is [NH2:38][CH2:37][CH2:36][NH:35][C:33]([C:32]1[CH:31]=[C:30]([N:6]2[C:5]3[N:49]=[CH:50][C:2]([F:1])=[CH:3][C:4]=3[C:9](=[O:10])[N:8]([C@@H:11]3[CH2:16][CH2:15][C@H:14]([NH:17][C:18]([C:20]4[N:21]=[C:22]5[CH:27]=[CH:26][CH:25]=[CH:24][N:23]5[CH:28]=4)=[O:19])[CH2:13][CH2:12]3)[C:7]2=[O:29])[CH:48]=[CH:47][CH:46]=1)=[O:34]. The yield is 0.500.